From a dataset of Forward reaction prediction with 1.9M reactions from USPTO patents (1976-2016). Predict the product of the given reaction. Given the reactants [Br:1][C:2]1[CH:21]=[CH:20][CH:19]=[CH:18][C:3]=1[O:4][CH:5]1[CH2:10][CH2:9][N:8]([C:11]2[S:15][C:14]([C:16]#[N:17])=[N:13][N:12]=2)[CH2:7][CH2:6]1.[N-:22]=[N+:23]=[N-:24].[Na+].Cl, predict the reaction product. The product is: [Br:1][C:2]1[CH:21]=[CH:20][CH:19]=[CH:18][C:3]=1[O:4][CH:5]1[CH2:6][CH2:7][N:8]([C:11]2[S:15][C:14]([C:16]3[NH:24][N:23]=[N:22][N:17]=3)=[N:13][N:12]=2)[CH2:9][CH2:10]1.